From a dataset of Catalyst prediction with 721,799 reactions and 888 catalyst types from USPTO. Predict which catalyst facilitates the given reaction. (1) Reactant: Br[C:2](=[C:16]1[CH2:21][CH2:20][N:19]([CH2:22][CH2:23][CH2:24][CH3:25])[CH2:18][CH2:17]1)[C:3]1[CH:15]=[CH:14][C:6]([C:7]([N:9]([CH2:12][CH3:13])[CH2:10][CH3:11])=[O:8])=[CH:5][CH:4]=1.[NH2:26][C:27]1[CH:32]=[CH:31][CH:30]=[CH:29][C:28]=1B(O)O.C([O-])([O-])=O.[Na+].[Na+]. Product: [NH2:26][C:27]1[CH:32]=[CH:31][CH:30]=[CH:29][C:28]=1[C:2](=[C:16]1[CH2:21][CH2:20][N:19]([CH2:22][CH2:23][CH2:24][CH3:25])[CH2:18][CH2:17]1)[C:3]1[CH:15]=[CH:14][C:6]([C:7]([N:9]([CH2:12][CH3:13])[CH2:10][CH3:11])=[O:8])=[CH:5][CH:4]=1. The catalyst class is: 234. (2) Reactant: [CH2:1]([O:3][C:4]([C:6]1[CH:7]=[N:8][C:9]2[C:14]([C:15]=1[NH:16][CH2:17][C:18]1[CH:23]=[CH:22][C:21]([O:24][CH3:25])=[C:20]([Cl:26])[CH:19]=1)=[CH:13][C:12]([Br:27])=[CH:11][C:10]=2[CH2:28][O:29]C(=O)C)=[O:5])[CH3:2].C(=O)([O-])[O-].[K+].[K+]. Product: [CH2:1]([O:3][C:4]([C:6]1[CH:7]=[N:8][C:9]2[C:14]([C:15]=1[NH:16][CH2:17][C:18]1[CH:23]=[CH:22][C:21]([O:24][CH3:25])=[C:20]([Cl:26])[CH:19]=1)=[CH:13][C:12]([Br:27])=[CH:11][C:10]=2[CH2:28][OH:29])=[O:5])[CH3:2]. The catalyst class is: 8. (3) Reactant: C([O:8][C:9]1[CH:10]=[C:11]([CH:39]=[CH:40][CH:41]=1)[CH2:12][N:13]1[C:21]2[C:16](=[C:17]([NH:22][C:23]([C:25]3[N:29]4[CH:30]=[CH:31][C:32]([O:34][CH2:35][CH2:36][O:37][CH3:38])=[CH:33][C:28]4=[N:27][CH:26]=3)=[O:24])[CH:18]=[CH:19][CH:20]=2)[CH:15]=[N:14]1)C1C=CC=CC=1. Product: [OH:8][C:9]1[CH:10]=[C:11]([CH:39]=[CH:40][CH:41]=1)[CH2:12][N:13]1[C:21]2[C:16](=[C:17]([NH:22][C:23]([C:25]3[N:29]4[CH:30]=[CH:31][C:32]([O:34][CH2:35][CH2:36][O:37][CH3:38])=[CH:33][C:28]4=[N:27][CH:26]=3)=[O:24])[CH:18]=[CH:19][CH:20]=2)[CH:15]=[N:14]1. The catalyst class is: 19. (4) Reactant: C([O:3][C:4](=[O:27])[C@@H:5]([NH:14][C:15]([C:17]1[NH:26][C:20]2=[N:21][C:22]([Cl:25])=[CH:23][CH:24]=[C:19]2[CH:18]=1)=[O:16])[CH2:6][C:7]1[CH:12]=[CH:11][C:10]([F:13])=[CH:9][CH:8]=1)C.[OH-].[Na+]. Product: [Cl:25][C:22]1[N:21]=[C:20]2[NH:26][C:17]([C:15]([NH:14][C@@H:5]([CH2:6][C:7]3[CH:8]=[CH:9][C:10]([F:13])=[CH:11][CH:12]=3)[C:4]([OH:27])=[O:3])=[O:16])=[CH:18][C:19]2=[CH:24][CH:23]=1. The catalyst class is: 5. (5) Reactant: CCN(C(C)C)C(C)C.[N:10]1([C:14]([C:16]2[CH:43]=[CH:42][C:19]([O:20][C:21]3[CH:22]=[C:23]([CH:27]=[C:28]([O:30][C@@H:31]([CH3:41])[CH2:32][O:33][Si:34]([C:37]([CH3:40])([CH3:39])[CH3:38])([CH3:36])[CH3:35])[CH:29]=3)[C:24](O)=[O:25])=[CH:18][CH:17]=2)=[O:15])[CH2:13][CH2:12][CH2:11]1.CN(C(ON1N=NC2C=CC=NC1=2)=[N+](C)C)C.F[P-](F)(F)(F)(F)F.[NH2:68][C:69]1[S:73][N:72]=[C:71]([CH3:74])[N:70]=1. Product: [N:10]1([C:14]([C:16]2[CH:43]=[CH:42][C:19]([O:20][C:21]3[CH:22]=[C:23]([CH:27]=[C:28]([O:30][C@@H:31]([CH3:41])[CH2:32][O:33][Si:34]([C:37]([CH3:40])([CH3:38])[CH3:39])([CH3:35])[CH3:36])[CH:29]=3)[C:24]([NH:68][C:69]3[S:73][N:72]=[C:71]([CH3:74])[N:70]=3)=[O:25])=[CH:18][CH:17]=2)=[O:15])[CH2:13][CH2:12][CH2:11]1. The catalyst class is: 18. (6) Reactant: [CH2:1]([O:8][CH2:9][CH2:10][NH:11][C:12]1[N:19]=[C:18]([O:20][C:21]2[CH:26]=[CH:25][C:24]([B:27]3[O:31]C(C)(C)C(C)(C)O3)=[C:23]([CH:36]=[O:37])[CH:22]=2)[CH:17]=[CH:16][C:13]=1[C:14]#[N:15])[C:2]1[CH:7]=[CH:6][CH:5]=[CH:4][CH:3]=1.[BH4-].[Na+].Cl. Product: [CH2:1]([O:8][CH2:9][CH2:10][NH:11][C:12]1[N:19]=[C:18]([O:20][C:21]2[CH:26]=[CH:25][C:24]3[B:27]([OH:31])[O:37][CH2:36][C:23]=3[CH:22]=2)[CH:17]=[CH:16][C:13]=1[C:14]#[N:15])[C:2]1[CH:7]=[CH:6][CH:5]=[CH:4][CH:3]=1. The catalyst class is: 5.